This data is from Antibody paratope prediction from SAbDab with 1,023 antibody chains. The task is: Token-level Classification. Given an antibody amino acid sequence, predict which amino acid positions are active in antigen binding. Output is a list of indices for active paratope positions. (1) Given the antibody sequence: QSLEESGGDLVQPGASLTLTCKASGFSFGNNYDMCWVRQAPGKGLEWIGCIETGSSDSAAYATWAKGRFTISKTSSTTVTLQMTSLTAADTATYFCARNFDLWGPGTLVIVSS, which amino acid positions are active in antigen binding (paratope)? The paratope positions are: [30, 52, 53, 83, 84, 85]. (2) Given the antibody sequence: VQLKQSGPGLLQPSQRLSITCTVSGFSLGRYGVHWIRQSPGKGLEWLGVIWRGGTTDYNAVFMSRLSINKDDSKSQVFFTMNSLRPDDTAIYYCARQGSNFPLAYWGQGTLVTVS, which amino acid positions are active in antigen binding (paratope)? The paratope positions are: [81, 82, 83, 102]. (3) Given the antibody sequence: QSALTQPASVSGSPGQTITISCQGTSSDVGGFDSVSWYQQSPGKAPKVMVFDVSHRPSGISNRFSGSKSGNTASLTISGLHIEDEGDYFCSSLTDRSHRIFGGGTKVTVL, which amino acid positions are active in antigen binding (paratope)? The paratope positions are: [29, 30, 31, 97]. (4) Given the antibody sequence: ELVMTQTPSSVSEPVGGTVTIKCQASQSISSWLSWYQQKPGQPPKLLIYDASNLASGVPSRFMGSGSGTEYTLTISGVQREDAATYYCLGGYPAASYRTAFGGGTELEI, which amino acid positions are active in antigen binding (paratope)? The paratope positions are: [95, 96, 97]. (5) Given the antibody sequence: VQLQQSGTELVKPGASVKVSCKASGYIFTEYIIHWVKQRSGQGLEWIGWLYPESNIIKYNEKFKDKATLTADKSSSTVYMELSRLTSEDSAVYFCTRHDGTNFDYWGQGTTLTVSS, which amino acid positions are active in antigen binding (paratope)? The paratope positions are: [51, 82, 83, 84].